This data is from Catalyst prediction with 721,799 reactions and 888 catalyst types from USPTO. The task is: Predict which catalyst facilitates the given reaction. The catalyst class is: 30. Reactant: [H-].[Na+].[CH3:3]N(C)C=O.[OH:8][CH2:9][CH:10]1[CH2:15][CH2:14][CH2:13][N:12]([C:16]([O:18][C:19]([CH3:22])([CH3:21])[CH3:20])=[O:17])[CH2:11]1.CI. Product: [CH3:3][O:8][CH2:9][CH:10]1[CH2:15][CH2:14][CH2:13][N:12]([C:16]([O:18][C:19]([CH3:22])([CH3:21])[CH3:20])=[O:17])[CH2:11]1.